From a dataset of Catalyst prediction with 721,799 reactions and 888 catalyst types from USPTO. Predict which catalyst facilitates the given reaction. (1) Reactant: [CH3:1][O:2][C:3]1[C:12]([C:13]([NH:15][NH:16]C(OC(C)(C)C)=O)=[O:14])=[CH:11][C:10]2[C:5](=[CH:6][CH:7]=[CH:8][CH:9]=2)[N:4]=1.C(O)(=O)C. Product: [CH3:1][O:2][C:3]1[C:12]([C:13]([NH:15][NH2:16])=[O:14])=[CH:11][C:10]2[C:5](=[CH:6][CH:7]=[CH:8][CH:9]=2)[N:4]=1. The catalyst class is: 2. (2) Product: [CH:1]1([C:4]2[CH:9]=[CH:8][N:7]=[CH:6][C:5]=2[N:10]2[CH2:14][CH2:13][N:12]([C:17]3[CH:18]=[CH:19][C:20]4[O:24][CH:23]=[C:22]([CH3:25])[C:21]=4[CH:26]=3)[C:11]2=[O:15])[CH2:3][CH2:2]1. Reactant: [CH:1]1([C:4]2[CH:9]=[CH:8][N:7]=[CH:6][C:5]=2[N:10]2[CH2:14][CH2:13][NH:12][C:11]2=[O:15])[CH2:3][CH2:2]1.Br[C:17]1[CH:18]=[CH:19][C:20]2[O:24][CH:23]=[C:22]([CH3:25])[C:21]=2[CH:26]=1.CN[C@@H]1CCCC[C@H]1NC.P([O-])([O-])([O-])=O.[K+].[K+].[K+]. The catalyst class is: 246. (3) Reactant: Br[C:2]1[CH:7]=[CH:6][C:5]([C:8]2([C:14]3[CH:19]=[CH:18][C:17]([Cl:20])=[C:16]([F:21])[CH:15]=3)[CH2:13][CH2:12][NH:11][CH2:10][CH2:9]2)=[CH:4][CH:3]=1.CC1(C)C(C)(C)OB([C:30]2[CH:31]=[N:32][NH:33][CH:34]=2)O1. Product: [Cl:20][C:17]1[CH:18]=[CH:19][C:14]([C:8]2([C:5]3[CH:6]=[CH:7][C:2]([C:30]4[CH:31]=[N:32][NH:33][CH:34]=4)=[CH:3][CH:4]=3)[CH2:13][CH2:12][NH:11][CH2:10][CH2:9]2)=[CH:15][C:16]=1[F:21]. The catalyst class is: 492. (4) Reactant: [Cl:1][C:2]1[C:3]([CH2:8]O)=[N:4][CH:5]=[CH:6][N:7]=1.C1(=O)[NH:14]C(=O)C2=CC=CC=C12.C1(P(C2C=CC=CC=2)C2C=CC=CC=2)C=CC=CC=1.CC(OC(/N=N/C(OC(C)C)=O)=O)C.NN. Product: [ClH:1].[ClH:1].[Cl:1][C:2]1[C:3]([CH2:8][NH2:14])=[N:4][CH:5]=[CH:6][N:7]=1. The catalyst class is: 36. (5) The catalyst class is: 5. Reactant: [N+:1]([C:4]1[CH:9]=[CH:8][C:7]([C:10](=O)[CH2:11][C:12]([O:14]CC)=[O:13])=[CH:6][CH:5]=1)([O-:3])=[O:2].Cl.[NH2:19]O.[OH-].[Na+].O. Product: [N+:1]([C:4]1[CH:9]=[CH:8][C:7]([C:10]2[CH:11]=[C:12]([OH:14])[O:13][N:19]=2)=[CH:6][CH:5]=1)([O-:3])=[O:2]. (6) Reactant: [Cl:1][C:2]1[C:6]([Cl:7])=[C:5]([CH3:8])[NH:4][C:3]=1[C:9]([NH:11][C@H:12]1[CH2:17][CH2:16][N:15]([C:18]2[CH:19]=[C:20]([C:26]([C:29]([NH:31]C(C)(C3C=CC=CC=3)C)=[O:30])=[CH:27][N:28]=2)[C:21]([O:23]CC)=[O:22])[CH2:14][C@H:13]1[O:41][CH3:42])=[O:10].Cl. Product: [NH2:31][C:29]([C:26]1[C:20]([C:21]([OH:23])=[O:22])=[CH:19][C:18]([N:15]2[CH2:16][CH2:17][C@H:12]([NH:11][C:9]([C:3]3[NH:4][C:5]([CH3:8])=[C:6]([Cl:7])[C:2]=3[Cl:1])=[O:10])[C@H:13]([O:41][CH3:42])[CH2:14]2)=[N:28][CH:27]=1)=[O:30]. The catalyst class is: 24. (7) Reactant: [O:1]=[C:2]1[NH:7][C:6](=[O:8])[CH:5]=[CH:4][N:3]1[CH:9]1[CH:13]([O:14][C:15](=[O:17])[CH3:16])[CH:12]([OH:18])[CH:11]([CH2:19][OH:20])[O:10]1.[CH3:21][O:22][C:23]1[CH:67]=[CH:66][C:26]([C:27](O[C:27](C2C=CC=CC=2)([C:26]2[CH:25]=[CH:24][C:23]([O:22][CH3:21])=[CH:67][CH:66]=2)[C:28]2[CH:33]=[CH:32][C:31]([O:34][CH3:35])=[CH:30][CH:29]=2)(C2C=CC=CC=2)[C:28]2[CH:33]=[CH:32][C:31]([O:34][CH3:35])=[CH:30][CH:29]=2)=[CH:25][CH:24]=1.CO[C:70]1[CH:91]=[CH:90][C:73](C(Cl)([C:70]2[CH:91]=[CH:90][CH:73]=[CH:72][CH:71]=2)[C:70]2[CH:91]=[CH:90][C:73](OC)=[CH:72][CH:71]=2)=[CH:72][CH:71]=1.C(N(CC)CC)C. Product: [CH3:35][O:34][C:31]1[CH:30]=[CH:29][C:28]([CH:27]([C:26]2[CH:25]=[CH:24][C:23]([O:22][CH3:21])=[CH:67][CH:66]=2)[O:20][CH:19]([C:70]2[CH:91]=[CH:90][CH:73]=[CH:72][CH:71]=2)[CH:11]2[O:10][CH:9]([N:3]3[CH:4]=[CH:5][C:6](=[O:8])[NH:7][C:2]3=[O:1])[CH:13]([O:14][C:15](=[O:17])[CH3:16])[CH:12]2[OH:18])=[CH:33][CH:32]=1. The catalyst class is: 17.